This data is from TCR-epitope binding with 47,182 pairs between 192 epitopes and 23,139 TCRs. The task is: Binary Classification. Given a T-cell receptor sequence (or CDR3 region) and an epitope sequence, predict whether binding occurs between them. (1) The epitope is FLPRVFSAV. The TCR CDR3 sequence is CASSLSETSGSQWFF. Result: 1 (the TCR binds to the epitope). (2) The epitope is ISDYDYYRY. The TCR CDR3 sequence is CATSDPGTSGVVTYNEQFF. Result: 0 (the TCR does not bind to the epitope). (3) The TCR CDR3 sequence is CASSSAPPGESNQPQHF. Result: 1 (the TCR binds to the epitope). The epitope is AYILFTRFFYV. (4) The epitope is NLVPMVATV. The TCR CDR3 sequence is CASSSETTSPLHF. Result: 1 (the TCR binds to the epitope). (5) The epitope is RLRAEAQVK. The TCR CDR3 sequence is CSVHVPMNTEAFF. Result: 1 (the TCR binds to the epitope). (6) The epitope is SLVKPSFYV. The TCR CDR3 sequence is CASCSPANSNEQFF. Result: 0 (the TCR does not bind to the epitope). (7) The epitope is LLLGIGILV. The TCR CDR3 sequence is CARSLDGNEQFF. Result: 1 (the TCR binds to the epitope).